The task is: Regression/Classification. Given a drug SMILES string, predict its absorption, distribution, metabolism, or excretion properties. Task type varies by dataset: regression for continuous measurements (e.g., permeability, clearance, half-life) or binary classification for categorical outcomes (e.g., BBB penetration, CYP inhibition). Dataset: cyp1a2_veith.. This data is from CYP1A2 inhibition data for predicting drug metabolism from PubChem BioAssay. (1) The drug is CC(=O)OC[C@@H]1O[C@@H](O/N=C2/C[C@@H](O)[C@@H](O)[C@@H]3[C@@H]4C(=O)N(c5cccc(Oc6ccccc6)c5)C(=O)[C@H]4CC[C@@H]23)[C@H](OC(C)=O)[C@H](OC(C)=O)[C@@H]1OC(C)=O. The result is 0 (non-inhibitor). (2) The result is 1 (inhibitor). The compound is C[C@H](N)c1cccc(Cl)c1Cl. (3) The compound is CCOc1cc(CNc2ccc3c(c2)OCCO3)cc(Br)c1OCC. The result is 1 (inhibitor).